This data is from Forward reaction prediction with 1.9M reactions from USPTO patents (1976-2016). The task is: Predict the product of the given reaction. Given the reactants [N+:1]([C:4]1[N:9]=[CH:8][C:7]([N:10]2[C:14]([C:15]([F:18])([F:17])[F:16])=[CH:13][C:12]([C:19]([NH:21][NH2:22])=[O:20])=[N:11]2)=[CH:6][CH:5]=1)([O-])=O.FC(F)(F)[C:25](O)=[O:26].Cl[CH2:31]Cl, predict the reaction product. The product is: [NH2:1][C:4]1[N:9]=[CH:8][C:7]([N:10]2[C:14]([C:15]([F:18])([F:17])[F:16])=[CH:13][C:12]([C:19]3[O:20][C:25](=[O:26])[N:22]([CH3:31])[N:21]=3)=[N:11]2)=[CH:6][CH:5]=1.